Task: Predict the reaction yield, written as a fraction of the theoretical maximum amount of product (1.0 means a 100% yield; for example, 0.34 means a 34% yield).. Dataset: Reaction yield outcomes from USPTO patents with 853,638 reactions (1) The reactants are [Cl:1][C:2]1C=C(F)C=[CH:4][N:3]=1.[C:9]([N:16]1CCC(N)C[CH2:17]1)([O:11][C:12]([CH3:15])([CH3:14])[CH3:13])=[O:10].[CH3:23][CH2:24][N:25]([CH:29]([CH3:31])[CH3:30])[CH:26]([CH3:28])C. The catalyst is CN1C(=O)CCC1. The product is [Cl:1][C:2]1[CH:30]=[C:29]([N:25]2[CH2:24][CH2:23][CH:17]([NH:16][C:9](=[O:10])[O:11][C:12]([CH3:15])([CH3:14])[CH3:13])[CH2:28][CH2:26]2)[CH:31]=[CH:4][N:3]=1. The yield is 0.620. (2) The reactants are C(NC(C)C)(C)C.[Li]CCCC.C(O[C:16](=[O:36])[C:17]([F:35])([F:34])[CH2:18][N:19]([CH2:27][C:28]1[CH:33]=[CH:32][CH:31]=[CH:30][CH:29]=1)[CH2:20][CH2:21][C:22]([O:24][CH2:25][CH3:26])=[O:23])C. The catalyst is C1COCC1. The product is [CH2:25]([O:24][C:22]([C:21]1[CH2:20][N:19]([CH2:27][C:28]2[CH:29]=[CH:30][CH:31]=[CH:32][CH:33]=2)[CH2:18][C:17]([F:34])([F:35])[C:16]=1[OH:36])=[O:23])[CH3:26]. The yield is 0.810.